Dataset: Catalyst prediction with 721,799 reactions and 888 catalyst types from USPTO. Task: Predict which catalyst facilitates the given reaction. (1) Reactant: I[CH:2]([CH3:4])[CH3:3].C(=O)([O-])[O-].[K+].[K+].[I:11][C:12]1[CH:17]=[C:16]([O:18][CH3:19])[N:15]=[CH:14][C:13]=1[OH:20]. Product: [I:11][C:12]1[C:13]([O:20][CH:2]([CH3:4])[CH3:3])=[CH:14][N:15]=[C:16]([O:18][CH3:19])[CH:17]=1. The catalyst class is: 21. (2) Reactant: Cl[C:2]1[N:7]2[C:8](=[O:11])[NH:9][N:10]=[C:6]2[C:5]([C:12]2[CH:17]=[CH:16][C:15]([Cl:18])=[CH:14][CH:13]=2)=[C:4]([C:19]2[CH:24]=[CH:23][C:22]([Cl:25])=[CH:21][CH:20]=2)[N:3]=1.[Cl-].[CH3:27][Zn+]. Product: [Cl:25][C:22]1[CH:21]=[CH:20][C:19]([C:4]2[N:3]=[C:2]([CH3:27])[N:7]3[C:8](=[O:11])[NH:9][N:10]=[C:6]3[C:5]=2[C:12]2[CH:17]=[CH:16][C:15]([Cl:18])=[CH:14][CH:13]=2)=[CH:24][CH:23]=1. The catalyst class is: 176.